Task: Regression. Given a target protein amino acid sequence and a drug SMILES string, predict the binding affinity score between them. We predict pIC50 (pIC50 = -log10(IC50 in M); higher means more potent). Dataset: bindingdb_ic50.. Dataset: Drug-target binding data from BindingDB using IC50 measurements The drug is Fc1cc(I)ccc1Nc1ccnc2cc(Cl)ccc12. The target protein (P28272) has sequence MTASLTTKFLNNTYENPFMNASGVHCMTTQELDELANSKAGAFITKSATTLEREGNPEPRYISVPLGSINSMGLPNEGIDYYLSYVLNRQKNYPDAPAIFFSVAGMSIDENLNLLRKIQDSEFNGITELNLSCPNVPGKPQVAYDFDLTKETLEKVFAFFKKPLGVKLPPYFDFAHFDIMAKILNEFPLAYVNSINSIGNGLFIDVEKESVVVKPKNGFGGIGGEYVKPTALANVRAFYTRLRPEIKVIGTGGIKSGKDAFEHLLCGASMLQIGTELQKEGVKIFERIEKELKDIMEAKGYTSIDQFRGKLNSI. The pIC50 is 5.0.